This data is from Reaction yield outcomes from USPTO patents with 853,638 reactions. The task is: Predict the reaction yield, written as a fraction of the theoretical maximum amount of product (1.0 means a 100% yield; for example, 0.34 means a 34% yield). The reactants are [CH3:1][O:2][C:3]1[CH:27]=[C:26]([O:28][CH3:29])[CH:25]=[CH:24][C:4]=1[CH2:5][N:6]([C:19]1[S:23][N:22]=[CH:21][N:20]=1)[S:7]([C:10]1[CH:15]=[C:14]([F:16])[C:13](F)=[CH:12][C:11]=1[F:18])(=[O:9])=[O:8].[C:30]1([C@H:36]2[CH2:42][CH2:41][CH2:40][CH2:39][CH2:38][C@@H:37]2[OH:43])[CH:35]=[CH:34][CH:33]=[CH:32][CH:31]=1.[H-].[Na+]. The catalyst is CS(C)=O. The product is [CH3:1][O:2][C:3]1[CH:27]=[C:26]([O:28][CH3:29])[CH:25]=[CH:24][C:4]=1[CH2:5][N:6]([C:19]1[S:23][N:22]=[CH:21][N:20]=1)[S:7]([C:10]1[CH:15]=[C:14]([F:16])[C:13]([O:43][C@H:37]2[CH2:38][CH2:39][CH2:40][CH2:41][CH2:42][C@@H:36]2[C:30]2[CH:31]=[CH:32][CH:33]=[CH:34][CH:35]=2)=[CH:12][C:11]=1[F:18])(=[O:9])=[O:8]. The yield is 0.290.